Task: Predict the reactants needed to synthesize the given product.. Dataset: Full USPTO retrosynthesis dataset with 1.9M reactions from patents (1976-2016) (1) Given the product [F:1][C:2]1[CH:3]=[CH:4][C:5]([S:8][CH2:9][CH2:10][CH2:11][C:12]([N:19]([C:18]2[CH:21]=[CH:22][CH:23]=[CH:24][C:17]=2[O:16][CH3:15])[CH3:20])=[O:14])=[CH:6][CH:7]=1, predict the reactants needed to synthesize it. The reactants are: [F:1][C:2]1[CH:7]=[CH:6][C:5]([S:8][CH2:9][CH2:10][CH2:11][C:12]([OH:14])=O)=[CH:4][CH:3]=1.[CH3:15][O:16][C:17]1[CH:24]=[CH:23][CH:22]=[CH:21][C:18]=1[NH:19][CH3:20]. (2) Given the product [I:1][C:2]1[CH:7]=[CH:6][N:5]=[C:4]2[CH:8]=[N:9][N:10]([CH2:12][CH2:13][C:14]([CH3:17])([OH:16])[CH3:15])[C:3]=12, predict the reactants needed to synthesize it. The reactants are: [I:1][C:2]1[C:3]2[C:4](=[CH:8][NH:9][N:10]=2)[N:5]=[CH:6][CH:7]=1.Br[CH2:12][CH2:13][C:14]([CH3:17])([OH:16])[CH3:15].C([O-])([O-])=O.[Cs+].[Cs+].